Task: Predict the product of the given reaction.. Dataset: Forward reaction prediction with 1.9M reactions from USPTO patents (1976-2016) (1) Given the reactants [CH2:1]([C:3]1([C:15]2[CH:20]=[CH:19][CH:18]=[C:17]([O:21]C)[CH:16]=2)[CH2:9][CH2:8][CH2:7][CH2:6][N:5]([CH2:10][CH2:11][CH2:12][OH:13])[C:4]1=[O:14])[CH3:2].B(Br)(Br)Br, predict the reaction product. The product is: [CH2:1]([C:3]1([C:15]2[CH:20]=[CH:19][CH:18]=[C:17]([OH:21])[CH:16]=2)[CH2:9][CH2:8][CH2:7][CH2:6][N:5]([CH2:10][CH2:11][CH2:12][OH:13])[C:4]1=[O:14])[CH3:2]. (2) Given the reactants [N-:1]=[N+:2]=[N-:3].[Na+].CC1C=CC(S(O[CH2:16][C@@H:17]([NH:26][C:27]([O:29][C:30]([CH3:33])([CH3:32])[CH3:31])=[O:28])[CH2:18][C@H:19]2[CH2:25][CH2:24][CH2:23][CH2:22][O:21][CH2:20]2)(=O)=O)=CC=1, predict the reaction product. The product is: [N:1]([CH2:16][C@@H:17]([NH:26][C:27](=[O:28])[O:29][C:30]([CH3:33])([CH3:32])[CH3:31])[CH2:18][C@@H:19]1[CH2:25][CH2:24][CH2:23][CH2:22][O:21][CH2:20]1)=[N+:2]=[N-:3]. (3) Given the reactants [I:1][C:2]1[C:7]([OH:8])=[CH:6][CH:5]=[C:4]([CH3:9])[N:3]=1.Cl[C:11]1[C:20]2[C:15](=[CH:16][C:17]([O:23][CH2:24][C:25]3[CH:30]=[CH:29][CH:28]=[CH:27][CH:26]=3)=[C:18]([O:21][CH3:22])[CH:19]=2)[N:14]=[CH:13][CH:12]=1, predict the reaction product. The product is: [CH2:24]([O:23][C:17]1[CH:16]=[C:15]2[C:20]([C:11]([O:8][C:7]3[C:2]([I:1])=[N:3][C:4]([CH3:9])=[CH:5][CH:6]=3)=[CH:12][CH:13]=[N:14]2)=[CH:19][C:18]=1[O:21][CH3:22])[C:25]1[CH:26]=[CH:27][CH:28]=[CH:29][CH:30]=1. (4) The product is: [CH:11]1([CH:14]([C:25](=[O:27])[CH3:26])[C:15]([O:17][CH2:18][C:19]2[CH:20]=[CH:21][CH:22]=[CH:23][CH:24]=2)=[O:16])[CH2:12][CH2:13]1. Given the reactants [Li+].C[Si]([N-][Si](C)(C)C)(C)C.[CH:11]1([CH2:14][C:15]([O:17][CH2:18][C:19]2[CH:24]=[CH:23][CH:22]=[CH:21][CH:20]=2)=[O:16])[CH2:13][CH2:12]1.[C:25](Cl)(=[O:27])[CH3:26].CCOC(C)=O, predict the reaction product. (5) Given the reactants [CH3:1][C:2]1[CH:7]=[CH:6][N:5]=[C:4]([NH2:8])[N:3]=1.[Br:9]N1C(=O)CCC1=O, predict the reaction product. The product is: [Br:9][C:7]1[C:2]([CH3:1])=[N:3][C:4]([NH2:8])=[N:5][CH:6]=1.